Dataset: Full USPTO retrosynthesis dataset with 1.9M reactions from patents (1976-2016). Task: Predict the reactants needed to synthesize the given product. Given the product [CH3:1][O:2][C:3]1[CH:4]=[C:5]2[C:10](=[CH:11][C:12]=1[O:13][CH3:14])[N:9]=[CH:8][N:7]=[C:6]2[O:15][C:16]1[CH:22]=[CH:21][C:19]([NH:20][C:31]([NH:50][CH2:49][CH2:48][N:45]2[CH2:46][CH2:47][O:42][CH2:43][CH2:44]2)=[O:33])=[CH:18][CH:17]=1, predict the reactants needed to synthesize it. The reactants are: [CH3:1][O:2][C:3]1[CH:4]=[C:5]2[C:10](=[CH:11][C:12]=1[O:13][CH3:14])[N:9]=[CH:8][N:7]=[C:6]2[O:15][C:16]1[CH:22]=[CH:21][C:19]([NH2:20])=[CH:18][CH:17]=1.C(N(CC)CC)C.Cl[C:31](Cl)([O:33]C(=O)OC(Cl)(Cl)Cl)Cl.[O:42]1[CH2:47][CH2:46][N:45]([CH2:48][CH2:49][NH2:50])[CH2:44][CH2:43]1.